Task: Predict the reaction yield, written as a fraction of the theoretical maximum amount of product (1.0 means a 100% yield; for example, 0.34 means a 34% yield).. Dataset: Reaction yield outcomes from USPTO patents with 853,638 reactions (1) The catalyst is C(#N)C. The reactants are [CH2:1](Br)[C:2]1[CH:7]=[CH:6][CH:5]=[CH:4][CH:3]=1.[C:9]([C:12]1[C:13]([OH:23])=[CH:14][C:15]([OH:22])=[C:16]([CH:21]=1)[C:17]([O:19][CH3:20])=[O:18])(=[O:11])[CH3:10].C(=O)([O-])[O-].[K+].[K+]. The product is [C:9]([C:12]1[C:13]([O:23][CH2:1][C:2]2[CH:7]=[CH:6][CH:5]=[CH:4][CH:3]=2)=[CH:14][C:15]([O:22][CH2:1][C:2]2[CH:7]=[CH:6][CH:5]=[CH:4][CH:3]=2)=[C:16]([CH:21]=1)[C:17]([O:19][CH3:20])=[O:18])(=[O:11])[CH3:10]. The yield is 0.990. (2) The reactants are C[O:2][C:3](=[O:21])[CH2:4][CH2:5][CH2:6][CH2:7][N:8]1[C:12]([C:13]2[CH:18]=[CH:17][CH:16]=[CH:15][C:14]=2[O:19]C)=[CH:11][N:10]=[N:9]1.Br.[OH-].[Na+]. The catalyst is C(O)(=O)C. The product is [OH:19][C:14]1[CH:15]=[CH:16][CH:17]=[CH:18][C:13]=1[C:12]1[N:8]([CH2:7][CH2:6][CH2:5][CH2:4][C:3]([OH:21])=[O:2])[N:9]=[N:10][CH:11]=1. The yield is 0.800. (3) The reactants are [CH2:1]([O:5][C:6]1[CH:7]=[C:8]([CH:12]=[CH:13][C:14]=1[NH:15][C:16]([C@@H:18]1[NH:22][C@@H:21]([CH2:23][C:24]([CH3:27])([CH3:26])[CH3:25])[C@:20]2([C:35]3[C:30](=[CH:31][C:32]([Cl:36])=[CH:33][CH:34]=3)[NH:29][C:28]2=[O:37])[C@H:19]1[C:38]1[CH:43]=[CH:42][CH:41]=[C:40]([Cl:44])[C:39]=1[F:45])=[O:17])[C:9]([OH:11])=O)[CH2:2][CH2:3][CH3:4].CC[N:48]=C=NCCCN(C)C.C1C=CC2N(O)N=NC=2C=1.[NH4+].[Cl-].C(N(CC)CC)C. The catalyst is CN(C=O)C. The product is [CH2:1]([O:5][C:6]1[CH:7]=[C:8]([C:9](=[O:11])[NH2:48])[CH:12]=[CH:13][C:14]=1[NH:15][C:16]([CH:18]1[NH:22][CH:21]([CH2:23][C:24]([CH3:25])([CH3:27])[CH3:26])[C:20]2([C:35]3[C:30](=[CH:31][C:32]([Cl:36])=[CH:33][CH:34]=3)[NH:29][C:28]2=[O:37])[CH:19]1[C:38]1[CH:43]=[CH:42][CH:41]=[C:40]([Cl:44])[C:39]=1[F:45])=[O:17])[CH2:2][CH2:3][CH3:4]. The yield is 0.890. (4) The reactants are [Br:1][C:2]1[CH:7]=[CH:6][C:5]([CH2:8][OH:9])=[C:4]([S:10]([CH3:13])(=[O:12])=[O:11])[CH:3]=1.[H-].[Na+].[CH3:16]I.O. The catalyst is CN(C=O)C. The product is [Br:1][C:2]1[CH:7]=[CH:6][C:5]([CH2:8][O:9][CH3:16])=[C:4]([S:10]([CH3:13])(=[O:12])=[O:11])[CH:3]=1. The yield is 0.400. (5) The reactants are C[O:2][C:3](=O)[CH2:4][CH:5]1[CH2:8][N:7]([C:9]([O:11][C:12]([CH3:15])([CH3:14])[CH3:13])=[O:10])[CH2:6]1.[NH2:17][NH2:18].O. The catalyst is CO. The product is [NH:17]([C:3](=[O:2])[CH2:4][CH:5]1[CH2:8][N:7]([C:9]([O:11][C:12]([CH3:15])([CH3:14])[CH3:13])=[O:10])[CH2:6]1)[NH2:18]. The yield is 0.960. (6) The reactants are [CH:1]([C:4]1[N:5]=[C:6]([NH2:9])[S:7][CH:8]=1)([CH3:3])[CH3:2].[CH:10]1[N:14]=[CH:13][N:12]([C:15](N2C=NC=C2)=[S:16])[CH:11]=1. The catalyst is C(#N)C. The product is [CH:1]([C:4]1[N:5]=[C:6]([NH:9][C:15]([N:12]2[CH:11]=[CH:10][N:14]=[CH:13]2)=[S:16])[S:7][CH:8]=1)([CH3:3])[CH3:2]. The yield is 0.553.